From a dataset of Forward reaction prediction with 1.9M reactions from USPTO patents (1976-2016). Predict the product of the given reaction. (1) Given the reactants [NH:1]([C:3]1[CH:12]=[CH:11][C:6]([C:7]([O:9][CH3:10])=[O:8])=[CH:5][CH:4]=1)[NH2:2].[CH3:13][C:14](O)=[O:15], predict the reaction product. The product is: [C:14]([NH:2][NH:1][C:3]1[CH:4]=[CH:5][C:6]([C:7]([O:9][CH3:10])=[O:8])=[CH:11][CH:12]=1)(=[O:15])[CH3:13]. (2) Given the reactants [OH:1][C:2]1[CH:10]=[CH:9][C:5]([C:6]([OH:8])=[O:7])=[CH:4][CH:3]=1.[CH3:11][O:12][C:13]1[CH:20]=[CH:19][C:16]([CH2:17]Cl)=[CH:15][CH:14]=1.C(O)C, predict the reaction product. The product is: [OH:1][C:2]1[CH:10]=[CH:9][C:5]([C:6]([O:8][CH2:17][C:16]2[CH:19]=[CH:20][C:13]([O:12][CH3:11])=[CH:14][CH:15]=2)=[O:7])=[CH:4][CH:3]=1. (3) Given the reactants [CH3:1][N:2]([CH3:9])[C:3]1[CH:8]=[CH:7][CH:6]=[CH:5][CH:4]=1.[F:10][C:11](I)([C:16](F)(F)[F:17])[C:12]([F:15])([F:14])[F:13].C([O-])(O)=O.[Na+].NC1C=CC=CC=1, predict the reaction product. The product is: [F:17][CH2:16][C:11]([F:10])([C:6]1[CH:7]=[CH:8][C:3]([N:2]([CH3:9])[CH3:1])=[CH:4][CH:5]=1)[C:12]([F:15])([F:14])[F:13].